From a dataset of Forward reaction prediction with 1.9M reactions from USPTO patents (1976-2016). Predict the product of the given reaction. (1) Given the reactants [Cl:1][C:2]1[C:3]([F:24])=[C:4]([NH:9][C:10]2[C:19]3[C:14](=[CH:15][C:16](F)=[C:17]([N+:20]([O-:22])=[O:21])[CH:18]=3)[N:13]=[CH:12][N:11]=2)[CH:5]=[CH:6][C:7]=1[F:8].[CH3:25][O-:26].[Na+].O, predict the reaction product. The product is: [Cl:1][C:2]1[C:3]([F:24])=[C:4]([NH:9][C:10]2[C:19]3[C:14](=[CH:15][C:16]([O:26][CH3:25])=[C:17]([N+:20]([O-:22])=[O:21])[CH:18]=3)[N:13]=[CH:12][N:11]=2)[CH:5]=[CH:6][C:7]=1[F:8]. (2) Given the reactants [CH3:1][O:2][C:3](=[O:22])[NH:4][C:5]1[C:6]([NH2:21])=[N:7][C:8]([C:12]2[C:20]3[C:15](=[N:16][CH:17]=[CH:18][CH:19]=3)[NH:14][N:13]=2)=[N:9][C:10]=1[NH2:11].Br[CH2:24][CH:25]1[CH2:30][CH2:29][CH2:28][CH2:27][CH2:26]1.C(=O)([O-])[O-].[Cs+].[Cs+].Cl, predict the reaction product. The product is: [CH3:1][O:2][C:3](=[O:22])[NH:4][C:5]1[C:10]([NH2:11])=[N:9][C:8]([C:12]2[C:20]3[C:15](=[N:16][CH:17]=[CH:18][CH:19]=3)[N:14]([CH2:24][CH:25]3[CH2:30][CH2:29][CH2:28][CH2:27][CH2:26]3)[N:13]=2)=[N:7][C:6]=1[NH2:21]. (3) Given the reactants C[Si]([C:5]#[C:6][C:7]1[CH:14]=[CH:13][C:10]([CH:11]=[O:12])=[CH:9][CH:8]=1)(C)C.CO.C(=O)([O-])[O-].[K+].[K+], predict the reaction product. The product is: [C:6]([C:7]1[CH:14]=[CH:13][C:10]([CH:11]=[O:12])=[CH:9][CH:8]=1)#[CH:5]. (4) Given the reactants [OH:1][CH2:2][C@H:3]1[NH:12][C:11]2[C:6](=[CH:7][CH:8]=[CH:9][CH:10]=2)[NH:5][C:4]1=[O:13].[H-].[Na+].Cl[CH2:17][C:18]1[CH:23]=[CH:22][CH:21]=[CH:20][C:19]=1[O:24][CH3:25], predict the reaction product. The product is: [CH3:25][O:24][C:19]1[CH:20]=[CH:21][CH:22]=[CH:23][C:18]=1[CH2:17][O:1][CH2:2][C@H:3]1[NH:12][C:11]2[C:6](=[CH:7][CH:8]=[CH:9][CH:10]=2)[NH:5][C:4]1=[O:13].